From a dataset of Forward reaction prediction with 1.9M reactions from USPTO patents (1976-2016). Predict the product of the given reaction. Given the reactants [NH:1]([C:7]([O:9][CH2:10][C:11]1[CH:16]=[CH:15][CH:14]=[CH:13][CH:12]=1)=[O:8])[CH2:2][CH2:3][C:4]([OH:6])=O.CCN=C=NCCCN(C)C.Cl.[OH:29][C:30]1[C:38]2[N:37]=NNC=2C=[CH:32][CH:31]=1.C(N(CC)CC)C.NCC(O)CC, predict the reaction product. The product is: [CH2:10]([O:9][C:7](=[O:8])[NH:1][CH2:2][CH2:3][C:4](=[O:6])[NH:37][CH2:38][CH:30]([OH:29])[CH2:31][CH3:32])[C:11]1[CH:16]=[CH:15][CH:14]=[CH:13][CH:12]=1.